Dataset: Reaction yield outcomes from USPTO patents with 853,638 reactions. Task: Predict the reaction yield, written as a fraction of the theoretical maximum amount of product (1.0 means a 100% yield; for example, 0.34 means a 34% yield). (1) The reactants are O=[CH:2][CH2:3][C:4]1([C:20]([O:22]C)=O)[CH2:9][CH2:8][N:7]([C:10]([O:12][CH2:13][C:14]2[CH:19]=[CH:18][CH:17]=[CH:16][CH:15]=2)=[O:11])[CH2:6][CH2:5]1.Cl.[NH2:25][C@H:26]1[CH2:31][CH2:30][C@H:29]([OH:32])[CH2:28][CH2:27]1.C(N(CC)CC)C.C(O[BH-](OC(=O)C)OC(=O)C)(=O)C.[Na+]. The catalyst is ClCCCl.ClCCl. The product is [OH:32][C@H:29]1[CH2:30][CH2:31][C@H:26]([N:25]2[CH2:2][CH2:3][C:4]3([CH2:5][CH2:6][N:7]([C:10]([O:12][CH2:13][C:14]4[CH:15]=[CH:16][CH:17]=[CH:18][CH:19]=4)=[O:11])[CH2:8][CH2:9]3)[C:20]2=[O:22])[CH2:27][CH2:28]1. The yield is 0.720. (2) The reactants are [CH3:1][C:2]1[C:11]([N+:12]([O-:14])=[O:13])=[CH:10][CH:9]=[CH:8][C:3]=1[C:4]([O:6][CH3:7])=[O:5].[Br:15]N1C(=O)CCC1=O. The catalyst is C(Cl)(Cl)(Cl)Cl. The product is [Br:15][CH2:1][C:2]1[C:11]([N+:12]([O-:14])=[O:13])=[CH:10][CH:9]=[CH:8][C:3]=1[C:4]([O:6][CH3:7])=[O:5]. The yield is 0.930.